This data is from Reaction yield outcomes from USPTO patents with 853,638 reactions. The task is: Predict the reaction yield, written as a fraction of the theoretical maximum amount of product (1.0 means a 100% yield; for example, 0.34 means a 34% yield). (1) The reactants are Br[CH:2]1[CH:11]([CH3:12])[CH2:10][C:9]2[N:8]=[C:7]([CH3:13])[CH:6]=[CH:5][C:4]=2[C:3]1=[O:14].C(=O)([O-])[O-].[Li+].[Li+].[Br-].[Li+]. The catalyst is CN(C=O)C. The product is [OH:14][C:3]1[CH:2]=[C:11]([CH3:12])[CH:10]=[C:9]2[C:4]=1[CH:5]=[CH:6][C:7]([CH3:13])=[N:8]2. The yield is 0.630. (2) The reactants are [CH2:1]([O:8][C:9](=[O:32])[CH2:10][C@@H:11]([NH:24][C:25](OC(C)(C)C)=O)[C:12]([NH:14][C@@H:15]([CH2:18][C:19]1[N:20]=[CH:21][NH:22][CH:23]=1)[CH2:16][OH:17])=[O:13])[C:2]1[CH:7]=[CH:6][CH:5]=[CH:4][CH:3]=1.[C:33]1([C:48]2[CH:53]=[CH:52][CH:51]=[CH:50][CH:49]=2)[CH:38]=[CH:37][C:36]([CH:39]2[CH2:43]C(OC)O[CH:40]2OC)=[CH:35][CH:34]=1.FC(F)(F)C(O)=O. The catalyst is ClCCCl. The product is [CH2:1]([O:8][C:9](=[O:32])[CH2:10][C@@H:11]([N:24]1[CH:25]=[CH:40][C:39]([C:36]2[CH:37]=[CH:38][C:33]([C:48]3[CH:53]=[CH:52][CH:51]=[CH:50][CH:49]=3)=[CH:34][CH:35]=2)=[CH:43]1)[C:12]([NH:14][C@@H:15]([CH2:18][C:19]1[N:20]=[CH:21][NH:22][CH:23]=1)[CH2:16][OH:17])=[O:13])[C:2]1[CH:3]=[CH:4][CH:5]=[CH:6][CH:7]=1. The yield is 0.370. (3) The reactants are [C:1]([O:5][C:6]([N:8]1[CH2:13][CH2:12][C:11]2[N:14]([CH2:25][CH:26]3[CH2:28][O:27]3)[N:15]=[C:16]([C:17]3[CH:22]=[CH:21][C:20]([Cl:23])=[C:19]([CH3:24])[CH:18]=3)[C:10]=2[CH2:9]1)=[O:7])([CH3:4])([CH3:3])[CH3:2].[C:29]([C:31]1[CH:36]=[CH:35][CH:34]=[CH:33][C:32]=1[N:37]1[CH2:42][CH2:41][NH:40][CH2:39][CH2:38]1)#[N:30]. The catalyst is CCO.C(N(CC)CC)C. The product is [C:1]([O:5][C:6]([N:8]1[CH2:13][CH2:12][C:11]2[N:14]([CH2:25][CH:26]([OH:27])[CH2:28][N:40]3[CH2:39][CH2:38][N:37]([C:32]4[CH:33]=[CH:34][CH:35]=[CH:36][C:31]=4[C:29]#[N:30])[CH2:42][CH2:41]3)[N:15]=[C:16]([C:17]3[CH:22]=[CH:21][C:20]([Cl:23])=[C:19]([CH3:24])[CH:18]=3)[C:10]=2[CH2:9]1)=[O:7])([CH3:2])([CH3:3])[CH3:4]. The yield is 0.830.